This data is from Forward reaction prediction with 1.9M reactions from USPTO patents (1976-2016). The task is: Predict the product of the given reaction. (1) The product is: [OH:46][CH2:45][CH2:44][CH2:43][N:36]1[CH2:35][CH2:34][C:33]2[C:38](=[CH:39][CH:40]=[C:31]([C:28]3[N:27]=[C:26]([C:23]4[CH:24]=[CH:25][C:18]([O:17][CH:15]([CH3:14])[CH3:16])=[C:19]([CH:22]=4)[C:20]#[N:21])[O:30][N:29]=3)[C:32]=2[CH3:41])[CH2:37]1. Given the reactants C(=O)([O-])[O-].[K+].[K+].FC(F)(F)C(O)=O.[CH3:14][CH:15]([O:17][C:18]1[CH:25]=[CH:24][C:23]([C:26]2[O:30][N:29]=[C:28]([C:31]3[C:32]([CH3:41])=[C:33]4[C:38](=[CH:39][CH:40]=3)[CH2:37][NH:36][CH2:35][CH2:34]4)[N:27]=2)=[CH:22][C:19]=1[C:20]#[N:21])[CH3:16].Br[CH2:43][CH2:44][CH2:45][OH:46], predict the reaction product. (2) Given the reactants [Cl:1][C:2]1[CH:3]=[C:4]([NH:9][C:10]2[N:14]=[C:13]([NH2:15])[NH:12][N:11]=2)[CH:5]=[C:6]([Cl:8])[CH:7]=1.[C:16]([NH:20][S:21]([C:24]1[CH:29]=[CH:28][C:27]([CH:30]=O)=[CH:26][CH:25]=1)(=[O:23])=[O:22])([CH3:19])([CH3:18])[CH3:17].C(O)(=O)C.Cl, predict the reaction product. The product is: [C:16]([NH:20][S:21]([C:24]1[CH:25]=[CH:26][C:27]([CH2:30][NH:15][C:13]2[NH:12][N:11]=[C:10]([NH:9][C:4]3[CH:5]=[C:6]([Cl:8])[CH:7]=[C:2]([Cl:1])[CH:3]=3)[N:14]=2)=[CH:28][CH:29]=1)(=[O:22])=[O:23])([CH3:19])([CH3:18])[CH3:17]. (3) The product is: [C:21]([NH:20][C:16]1[CH:15]=[C:14]([CH:11]2[CH2:12][CH2:13][N:8]([CH2:7][CH2:6][CH2:5][CH2:4][CH2:3][CH2:2][NH:1][C:36]([C:27]3[CH:28]=[CH:29][C:30]4[C:35](=[CH:34][CH:33]=[CH:32][CH:31]=4)[CH:26]=3)=[O:37])[CH2:9][CH2:10]2)[CH:19]=[CH:18][CH:17]=1)(=[O:25])[CH:22]([CH3:23])[CH3:24]. Given the reactants [NH2:1][CH2:2][CH2:3][CH2:4][CH2:5][CH2:6][CH2:7][N:8]1[CH2:13][CH2:12][CH:11]([C:14]2[CH:15]=[C:16]([NH:20][C:21](=[O:25])[CH:22]([CH3:24])[CH3:23])[CH:17]=[CH:18][CH:19]=2)[CH2:10][CH2:9]1.[CH:26]1[C:35]2[C:30](=[CH:31][CH:32]=[CH:33][CH:34]=2)[CH:29]=[CH:28][C:27]=1[C:36](Cl)=[O:37], predict the reaction product. (4) Given the reactants NC(C)[CH2:3][C:4]1[CH:16]=[C:15]([Br:17])[CH:14]=[CH:13][C:5]=1[C:6]([N:8](CC)[CH2:9][CH3:10])=[O:7].O.C1(C)C=CC(S(O)(=O)=O)=CC=1, predict the reaction product. The product is: [Br:17][C:15]1[CH:16]=[C:4]2[C:5](=[CH:13][CH:14]=1)[C:6](=[O:7])[NH:8][CH:9]([CH3:10])[CH2:3]2. (5) Given the reactants O[C:2]1[N:7]=[CH:6][N:5]=[C:4]([C:8]([O:10][CH2:11][CH3:12])=[O:9])[C:3]=1[CH3:13].O=P(Cl)(Cl)[Cl:16], predict the reaction product. The product is: [Cl:16][C:2]1[N:7]=[CH:6][N:5]=[C:4]([C:8]([O:10][CH2:11][CH3:12])=[O:9])[C:3]=1[CH3:13]. (6) Given the reactants [OH:1][CH:2]1[CH2:7][CH2:6][N:5]([C:8]2[CH:9]=[N:10][C:11]3[C:16]([CH:17]=2)=[CH:15][C:14]([S:18][C:19]2[N:23]4[CH:24]=[C:25]([C:28](=O)[CH3:29])[CH:26]=[CH:27][C:22]4=[N:21][N:20]=2)=[CH:13][CH:12]=3)[CH2:4][CH2:3]1.[NH2:31][O:32][CH2:33][CH2:34][OH:35].Cl, predict the reaction product. The product is: [OH:35][CH2:34][CH2:33][O:32]/[N:31]=[C:28](/[C:25]1[CH:26]=[CH:27][C:22]2[N:23]([C:19]([S:18][C:14]3[CH:15]=[C:16]4[C:11](=[CH:12][CH:13]=3)[N:10]=[CH:9][C:8]([N:5]3[CH2:6][CH2:7][CH:2]([OH:1])[CH2:3][CH2:4]3)=[CH:17]4)=[N:20][N:21]=2)[CH:24]=1)\[CH3:29]. (7) Given the reactants Br[C:2]1[CH:10]=[C:9]2[C:5]([CH:6]=[N:7][N:8]2S(C2C=CC(C)=CC=2)(=O)=O)=[C:4]([C:21]2[O:22][C:23]([CH3:26])=[N:24][N:25]=2)[CH:3]=1.CC1(C)C(C)(C)OB([C:35]2[CH:43]=[CH:42][CH:41]=[C:40]3[C:36]=2[CH:37]=[CH:38][NH:39]3)O1.O.C(=O)(O)[O-].[Na+], predict the reaction product. The product is: [NH:39]1[C:40]2[C:36](=[C:35]([C:2]3[CH:10]=[C:9]4[C:5]([CH:6]=[N:7][NH:8]4)=[C:4]([C:21]4[O:22][C:23]([CH3:26])=[N:24][N:25]=4)[CH:3]=3)[CH:43]=[CH:42][CH:41]=2)[CH:37]=[CH:38]1. (8) Given the reactants [C:1]([C:3]1[CH:8]=[CH:7][C:6]([CH:9]2[C:14]([C:15]([O:17]CC)=[O:16])=[C:13]([CH3:20])[N:12]([C:21]3[CH:26]=[CH:25][CH:24]=[C:23]([C:27]([F:30])([F:29])[F:28])[CH:22]=3)[C:11](=[O:31])[NH:10]2)=[CH:5][CH:4]=1)#[N:2], predict the reaction product. The product is: [C:1]([C:3]1[CH:4]=[CH:5][C:6]([CH:9]2[C:14]([C:15]([OH:17])=[O:16])=[C:13]([CH3:20])[N:12]([C:21]3[CH:26]=[CH:25][CH:24]=[C:23]([C:27]([F:29])([F:30])[F:28])[CH:22]=3)[C:11](=[O:31])[NH:10]2)=[CH:7][CH:8]=1)#[N:2].